This data is from Reaction yield outcomes from USPTO patents with 853,638 reactions. The task is: Predict the reaction yield, written as a fraction of the theoretical maximum amount of product (1.0 means a 100% yield; for example, 0.34 means a 34% yield). (1) The reactants are [C:1]([O:6][CH2:7][CH3:8])(=[O:5])[C:2]#[C:3][CH3:4].C(N(CC)CC)C.[OH:16]/[N:17]=[C:18](\Cl)/[C:19]1[CH:24]=[CH:23][CH:22]=[CH:21][C:20]=1[F:25]. The catalyst is C(O)C. The product is [CH2:7]([O:6][C:1]([C:2]1[C:18]([C:19]2[CH:24]=[CH:23][CH:22]=[CH:21][C:20]=2[F:25])=[N:17][O:16][C:3]=1[CH3:4])=[O:5])[CH3:8]. The yield is 0.620. (2) The reactants are [CH2:1]([C:8]1[CH:13]=[CH:12][N+:11]([O-])=[CH:10][CH:9]=1)[C:2]1[CH:7]=[CH:6][CH:5]=[CH:4][CH:3]=1.C[CH2:16][N:17](CC)CC.C[Si](C#N)(C)C. The catalyst is C(#N)C.C(Cl)Cl. The product is [CH2:1]([C:8]1[CH:13]=[CH:12][N:11]=[C:10]([C:16]#[N:17])[CH:9]=1)[C:2]1[CH:7]=[CH:6][CH:5]=[CH:4][CH:3]=1. The yield is 0.780. (3) The reactants are [CH2:1]([N:8]1[C:16]2[C:11](=[CH:12][CH:13]=[C:14]([C:17]([O:19]CC3C=CC=CC=3)=[O:18])[CH:15]=2)[CH2:10][CH2:9]1)[C:2]1[CH:7]=[CH:6][CH:5]=[CH:4][CH:3]=1.[OH-].[Na+]. The catalyst is O1CCOCC1. The product is [CH2:1]([N:8]1[C:16]2[C:11](=[CH:12][CH:13]=[C:14]([C:17]([OH:19])=[O:18])[CH:15]=2)[CH2:10][CH2:9]1)[C:2]1[CH:7]=[CH:6][CH:5]=[CH:4][CH:3]=1. The yield is 0.850. (4) The yield is 0.510. The product is [Br:1][C:2]1[CH:3]=[C:4]([O:9][CH2:22][O:19][CH3:16])[C:5]([O:8][CH2:12][O:13][CH3:14])=[N:6][CH:7]=1. The reactants are [Br:1][C:2]1[CH:3]=[C:4]([OH:9])[C:5]([OH:8])=[N:6][CH:7]=1.[H-].[Na+].[CH3:12][O:13][CH2:14]Cl.[C:16](=[O:19])([O-])[O-].[Na+].[Na+].[CH3:22]N(C=O)C. No catalyst specified. (5) The reactants are [F:1][C:2]1[CH:3]=[C:4]([C@:15]([NH:48][S@@](C(C)(C)C)=O)([C:41]2[CH:46]=[CH:45][C:44]([F:47])=[CH:43][CH:42]=2)[CH2:16][C:17]2[N:18]=[N:19][N:20]([C:22](C3C=CC=CC=3)(C3C=CC=CC=3)C3C=CC=CC=3)[N:21]=2)[CH:5]=[C:6]([O:8][C:9]([F:14])([F:13])[CH:10]([F:12])[F:11])[CH:7]=1.Cl. The catalyst is CO.O1CCOCC1. The product is [F:1][C:2]1[CH:3]=[C:4]([C@@:15]([C:41]2[CH:42]=[CH:43][C:44]([F:47])=[CH:45][CH:46]=2)([NH2:48])[CH2:16][C:17]2[N:18]=[N:19][N:20]([CH3:22])[N:21]=2)[CH:5]=[C:6]([O:8][C:9]([F:14])([F:13])[CH:10]([F:11])[F:12])[CH:7]=1. The yield is 0.300. (6) The product is [Br:15][C:10]1[CH:9]=[CH:8][C:7]2[N:6]([CH2:16][CH:17]([OH:21])[C:18]([NH:34][C:30]3[CH:31]=[CH:32][CH:33]=[C:28]([O:27][CH3:26])[CH:29]=3)=[O:19])[C:5]3[C:13]([C:12]=2[CH:11]=1)=[CH:14][C:2]([Br:1])=[CH:3][CH:4]=3. The yield is 0.480. The reactants are [Br:1][C:2]1[CH:3]=[CH:4][C:5]2[N:6]([CH2:16][CH:17]([OH:21])[C:18](O)=[O:19])[C:7]3[C:12]([C:13]=2[CH:14]=1)=[CH:11][C:10]([Br:15])=[CH:9][CH:8]=3.S(Cl)(Cl)=O.[CH3:26][O:27][C:28]1[CH:33]=[CH:32][CH:31]=[C:30]([NH2:34])[CH:29]=1.CCN(CC)CC. The catalyst is C(Cl)Cl. (7) The reactants are [N:1]1([CH2:6][CH2:7][OH:8])[CH:5]=[CH:4][N:3]=[CH:2]1.[C:9](OC(=O)C)(=[O:11])[CH3:10]. No catalyst specified. The product is [C:9]([O:8][CH2:7][CH2:6][N:1]1[CH:5]=[CH:4][N:3]=[CH:2]1)(=[O:11])[CH3:10]. The yield is 0.850. (8) The reactants are [N:1]1([C:7]([O:9][CH2:10][C:11]2[CH:16]=[CH:15][CH:14]=[CH:13][CH:12]=2)=[O:8])[CH2:6][CH2:5][CH:4]=[CH:3][CH2:2]1.ClC1C=C(C=CC=1)C(OO)=[O:22]. The catalyst is C(Cl)Cl.CCOCC. The product is [CH:3]12[O:22][CH:4]1[CH2:5][CH2:6][N:1]([C:7]([O:9][CH2:10][C:11]1[CH:12]=[CH:13][CH:14]=[CH:15][CH:16]=1)=[O:8])[CH2:2]2. The yield is 0.740.